This data is from Full USPTO retrosynthesis dataset with 1.9M reactions from patents (1976-2016). The task is: Predict the reactants needed to synthesize the given product. (1) Given the product [Br:6][C:7]1[C:16]2[C:11](=[CH:12][CH:13]=[CH:14][CH:15]=2)[C:10]([O:17][Si:18]([C:21]([CH3:24])([CH3:23])[CH3:22])([CH3:20])[CH3:19])=[CH:9][CH:8]=1, predict the reactants needed to synthesize it. The reactants are: N1C=CN=C1.[Br:6][C:7]1[C:16]2[C:11](=[CH:12][CH:13]=[CH:14][CH:15]=2)[C:10]([OH:17])=[CH:9][CH:8]=1.[Si:18](Cl)([C:21]([CH3:24])([CH3:23])[CH3:22])([CH3:20])[CH3:19]. (2) Given the product [CH:1]([N:4]1[CH2:5][CH2:6][N:7]([C:10]([C:12]2[CH:13]=[C:14]3[C:18](=[CH:19][CH:20]=2)[NH:17][C:16]([C:21]([N:52]2[CH2:53][CH2:54][CH:49]([C:48]([F:56])([F:55])[F:47])[CH2:50][CH2:51]2)=[O:23])=[CH:15]3)=[O:11])[CH2:8][CH2:9]1)([CH3:3])[CH3:2], predict the reactants needed to synthesize it. The reactants are: [CH:1]([N:4]1[CH2:9][CH2:8][N:7]([C:10]([C:12]2[CH:13]=[C:14]3[C:18](=[CH:19][CH:20]=2)[NH:17][C:16]([C:21]([OH:23])=O)=[CH:15]3)=[O:11])[CH2:6][CH2:5]1)([CH3:3])[CH3:2].Cl.F[B-](F)(F)F.N1(OC(N(C)C)=[N+](C)C)C2C=CC=CC=2N=N1.[F:47][C:48]([F:56])([F:55])[CH:49]1[CH2:54][CH2:53][NH:52][CH2:51][CH2:50]1.C(N(CC)C(C)C)(C)C. (3) Given the product [NH2:1][C:2]1[N:7]=[C:6]([NH:22][CH2:23][CH2:24][C:25]2[CH:30]=[CH:29][C:28]([OH:31])=[CH:27][CH:26]=2)[C:5]([F:16])=[C:4]([C:17]2[O:18][CH:19]=[CH:20][CH:21]=2)[N:3]=1, predict the reactants needed to synthesize it. The reactants are: [NH2:1][C:2]1[N:7]=[C:6](OS(C(F)(F)F)(=O)=O)[C:5]([F:16])=[C:4]([C:17]2[O:18][CH:19]=[CH:20][CH:21]=2)[N:3]=1.[NH2:22][CH2:23][CH2:24][C:25]1[CH:30]=[CH:29][C:28]([OH:31])=[CH:27][CH:26]=1.